From a dataset of Full USPTO retrosynthesis dataset with 1.9M reactions from patents (1976-2016). Predict the reactants needed to synthesize the given product. Given the product [Cl:14][C:4]1[N:3]=[C:2]([NH:26][C@@H:27]2[CH2:31][CH2:30][O:29][CH2:28]2)[C:11]2[C:10](=[O:12])[N:9]([CH3:13])[CH:8]=[N:7][C:6]=2[CH:5]=1, predict the reactants needed to synthesize it. The reactants are: Cl[C:2]1[C:11]2[C:10](=[O:12])[N:9]([CH3:13])[CH:8]=[N:7][C:6]=2[CH:5]=[C:4]([Cl:14])[N:3]=1.C1(C)C=CC(S(O)(=O)=O)=CC=1.[NH2:26][C@@H:27]1[CH2:31][CH2:30][O:29][CH2:28]1.CCN(C(C)C)C(C)C.